From a dataset of Full USPTO retrosynthesis dataset with 1.9M reactions from patents (1976-2016). Predict the reactants needed to synthesize the given product. (1) The reactants are: [CH3:1][C:2]1[C:9]([N+:10]([O-:12])=[O:11])=[CH:8][C:5]([C:6]#[N:7])=[CH:4][C:3]=1[N+:13]([O-:15])=[O:14].[NH2:16]N1C=NN=C1.CS(C)=O.CC(C)([O-])C.[Li+]. Given the product [NH2:16][C:8]1[C:9]([N+:10]([O-:12])=[O:11])=[C:2]([CH3:1])[C:3]([N+:13]([O-:15])=[O:14])=[CH:4][C:5]=1[C:6]#[N:7], predict the reactants needed to synthesize it. (2) Given the product [Cl:1][C:2]1[N:7]=[CH:6][C:5]([CH2:8][NH:12][C:11]#[N:10])=[CH:4][CH:3]=1, predict the reactants needed to synthesize it. The reactants are: [Cl:1][C:2]1[N:7]=[CH:6][C:5]([CH2:8]Cl)=[CH:4][CH:3]=1.[N:10]#[C:11][NH2:12].C(=O)([O-])[O-].[K+].[K+]. (3) Given the product [ClH:1].[NH2:33][CH2:32][CH2:31][NH:30][C:28](=[O:29])[C:27]1[CH:41]=[CH:42][CH:43]=[C:25]([C:23]2[CH:22]=[CH:21][CH:20]=[C:19]([O:18][CH2:17][CH2:16][C:12]3[CH:13]=[CH:14][CH:15]=[C:10]([O:9][CH3:8])[CH:11]=3)[N:24]=2)[CH:26]=1, predict the reactants needed to synthesize it. The reactants are: [ClH:1].C(OCC)(=O)C.[CH3:8][O:9][C:10]1[CH:11]=[C:12]([CH2:16][CH2:17][O:18][C:19]2[N:24]=[C:23]([C:25]3[CH:26]=[C:27]([CH:41]=[CH:42][CH:43]=3)[C:28]([NH:30][CH2:31][CH2:32][NH:33]C(=O)OC(C)(C)C)=[O:29])[CH:22]=[CH:21][CH:20]=2)[CH:13]=[CH:14][CH:15]=1. (4) Given the product [N:14]1[N:15]=[C:16]([C:2]2[CH:11]=[CH:10][C:9]3[C:4](=[C:5]([F:13])[CH:6]=[C:7]([F:12])[CH:8]=3)[N:3]=2)[N:17]2[CH:22]=[CH:21][CH:20]=[CH:19][C:18]=12, predict the reactants needed to synthesize it. The reactants are: Cl[C:2]1[CH:11]=[CH:10][C:9]2[C:4](=[C:5]([F:13])[CH:6]=[C:7]([F:12])[CH:8]=2)[N:3]=1.[N:14]1[N:15]=[CH:16][N:17]2[CH:22]=[CH:21][CH:20]=[CH:19][C:18]=12.C([O-])([O-])=O.[Cs+].[Cs+]. (5) Given the product [BrH:26].[OH:8][N:9]1[C:18]2[C:13](=[CH:14][CH:15]=[CH:16][N:17]=2)[C:12]([C:19]2[CH:23]=[N:22][NH:21][CH:20]=2)=[CH:11][C:10]1=[O:24], predict the reactants needed to synthesize it. The reactants are: C([O:8][N:9]1[C:18]2[C:13](=[CH:14][CH:15]=[CH:16][N:17]=2)[C:12]([C:19]2[CH:20]=[N:21][NH:22][CH:23]=2)=[CH:11][C:10]1=[O:24])C1C=CC=CC=1.O.[BrH:26].CC(O)=O. (6) Given the product [CH3:35][O:36][C:37](=[O:43])[CH:38]([NH:42][C:5](=[O:6])[C:4]1[CH:8]=[CH:9][C:10]([C:11]2[CH:16]=[CH:15][C:14]([NH:17][C:18]([C:20]3[N:21]=[C:22]([C:29]4[CH:30]=[CH:31][CH:32]=[CH:33][CH:34]=4)[O:23][C:24]=3[C:25]([F:27])([F:26])[F:28])=[O:19])=[CH:13][N:12]=2)=[C:2]([Cl:1])[CH:3]=1)[CH:39]([CH3:41])[CH3:40], predict the reactants needed to synthesize it. The reactants are: [Cl:1][C:2]1[CH:3]=[C:4]([CH:8]=[CH:9][C:10]=1[C:11]1[CH:16]=[CH:15][C:14]([NH:17][C:18]([C:20]2[N:21]=[C:22]([C:29]3[CH:34]=[CH:33][CH:32]=[CH:31][CH:30]=3)[O:23][C:24]=2[C:25]([F:28])([F:27])[F:26])=[O:19])=[CH:13][N:12]=1)[C:5](O)=[O:6].[CH3:35][O:36][C:37](=[O:43])[C@@H:38]([NH2:42])[CH:39]([CH3:41])[CH3:40].ON1C2N=CC=CC=2N=N1.Cl.C(N=C=NCCCN(C)C)C. (7) Given the product [O:13]=[S:14]1(=[O:19])[CH2:18][CH2:17][CH2:16][N:15]1[CH2:2][C:3]1[CH:12]=[CH:11][C:6]([C:7]([O:9][CH3:10])=[O:8])=[CH:5][N:4]=1, predict the reactants needed to synthesize it. The reactants are: Br[CH2:2][C:3]1[CH:12]=[CH:11][C:6]([C:7]([O:9][CH3:10])=[O:8])=[CH:5][N:4]=1.[O:13]=[S:14]1(=[O:19])[CH2:18][CH2:17][CH2:16][NH:15]1. (8) Given the product [NH2:18][C@H:19]([CH2:20][CH3:21])[CH2:22][NH:23][C:24]1[C:29]([C:3]2[CH:8]=[CH:7][CH:6]=[CH:5][CH:4]=2)=[CH:28][N:27]=[C:26]([C:31]2[CH:36]=[C:35]([Cl:37])[CH:34]=[CH:33][C:32]=2[OH:38])[N:25]=1, predict the reactants needed to synthesize it. The reactants are: CO[C:3]1[CH:8]=[CH:7][C:6](B(O)O)=[CH:5][CH:4]=1.C(OC(=O)[NH:18][C@@H:19]([CH2:22][NH:23][C:24]1[C:29](Br)=[CH:28][N:27]=[C:26]([C:31]2[CH:36]=[C:35]([Cl:37])[CH:34]=[CH:33][C:32]=2[OH:38])[N:25]=1)[CH2:20][CH3:21])(C)(C)C.P([O-])([O-])([O-])=O.[K+].[K+].[K+].FC(F)(F)C(O)=O.